From a dataset of Catalyst prediction with 721,799 reactions and 888 catalyst types from USPTO. Predict which catalyst facilitates the given reaction. Reactant: O[C:2]([CH2:4][CH2:5][CH2:6][CH2:7][C@H:8]1[C@@H:16]2[C@@H:11]([NH:12][C:13]([NH:15]2)=[O:14])[CH2:10][S:9]1)=[O:3].[NH:17]1[CH2:22][CH2:21][NH:20][CH2:19][CH2:18]1.[N:23]1C=CC=CC=1. The catalyst class is: 309. Product: [N:17]1([C@@:16]23[C@H:8]([CH2:7][CH2:6][CH2:5][CH2:4][C:2]([NH2:23])=[O:3])[S:9][CH2:10][C@@H:11]2[NH:12][C:13](=[O:14])[NH:15]3)[CH2:22][CH2:21][NH:20][CH2:19][CH2:18]1.